Predict the reaction yield, written as a fraction of the theoretical maximum amount of product (1.0 means a 100% yield; for example, 0.34 means a 34% yield). From a dataset of Reaction yield outcomes from USPTO patents with 853,638 reactions. (1) The reactants are [NH2:1][C:2]1[CH:7]=[CH:6][C:5]([F:8])=[CH:4][C:3]=1[OH:9].[Cl:10][CH2:11][C:12](Cl)=[O:13].[OH-].[Na+]. The catalyst is ClCCl. The product is [Cl:10][CH2:11][C:12]([NH:1][C:2]1[CH:7]=[CH:6][C:5]([F:8])=[CH:4][C:3]=1[OH:9])=[O:13]. The yield is 0.350. (2) The reactants are [N:1]1[CH:6]=[CH:5][CH:4]=[C:3]([C:7]([C:9]2[CH:14]=[C:13]([O:15][Si](C(C)C)(C(C)C)C(C)C)[CH:12]=[C:11]([C:26]3[CH:34]=[CH:33][CH:32]=[C:31]4[C:27]=3[CH:28]=[CH:29][N:30]4[Si](C(C)C)(C(C)C)C(C)C)[CH:10]=2)=[O:8])[CH:2]=1.[CH3:45][Mg]Cl.CCCC[N+](CCCC)(CCCC)CCCC.[F-]. The catalyst is C1COCC1.[Cl-].[Na+].O. The product is [OH:8][C:7]([C:9]1[CH:14]=[C:13]([OH:15])[CH:12]=[C:11]([C:26]2[CH:34]=[CH:33][CH:32]=[C:31]3[C:27]=2[CH:28]=[CH:29][NH:30]3)[CH:10]=1)([C:3]1[CH:2]=[N:1][CH:6]=[CH:5][CH:4]=1)[CH3:45]. The yield is 0.390.